Predict which catalyst facilitates the given reaction. From a dataset of Catalyst prediction with 721,799 reactions and 888 catalyst types from USPTO. (1) Product: [CH2:1]([O:8][C:9]1[CH:24]=[C:23]([N+:25]([O-:27])=[O:26])[CH:22]=[CH:21][C:10]=1[C:11]([NH:13][C@@H:14]([C@H:18]([OH:20])[CH3:19])[C:15]([NH:29][CH2:30][CH3:31])=[O:17])=[O:12])[C:2]1[CH:7]=[CH:6][CH:5]=[CH:4][CH:3]=1. The catalyst class is: 92. Reactant: [CH2:1]([O:8][C:9]1[CH:24]=[C:23]([N+:25]([O-:27])=[O:26])[CH:22]=[CH:21][C:10]=1[C:11]([NH:13][C@@H:14]([C@H:18]([OH:20])[CH3:19])[C:15]([OH:17])=O)=[O:12])[C:2]1[CH:7]=[CH:6][CH:5]=[CH:4][CH:3]=1.O[N:29]1C(=O)C[CH2:31][C:30]1=O.C1CCC(N=C=NC2CCCCC2)CC1.C(N)C.O. (2) Reactant: Cl.[N+:2]([C:5]1[C:6]([NH:11][CH:12]2[CH2:17][CH2:16][NH:15][CH2:14][CH2:13]2)=[N:7][CH:8]=[CH:9][CH:10]=1)([O-:4])=[O:3].[NH:18]1[C:22]2[CH:23]=[CH:24][CH:25]=[CH:26][C:21]=2[N:20]=[C:19]1[C:27](O)=[O:28].N1(O)C2C=CC=CC=2N=N1.Cl.CN(C)CCCN=C=NCC.CN1CCOCC1. Product: [NH:18]1[C:22]2[CH:23]=[CH:24][CH:25]=[CH:26][C:21]=2[N:20]=[C:19]1[C:27]([N:15]1[CH2:16][CH2:17][CH:12]([NH:11][C:6]2[C:5]([N+:2]([O-:4])=[O:3])=[CH:10][CH:9]=[CH:8][N:7]=2)[CH2:13][CH2:14]1)=[O:28]. The catalyst class is: 35.